Binary Classification. Given a drug SMILES string, predict its activity (active/inactive) in a high-throughput screening assay against a specified biological target. From a dataset of M1 muscarinic receptor agonist screen with 61,833 compounds. (1) The molecule is o1c(C(=O)Nc2nn(c3nc4c(cc23)cccc4)CC)ccc1. The result is 0 (inactive). (2) The molecule is Clc1c(Nc2n3ncnc3nc3c2CCC3)cccc1. The result is 0 (inactive). (3) The compound is Fc1ccc(Cn2c(=O)[nH]c(N3CCN(CC3)Cc3ccccc3)cc2=O)cc1. The result is 0 (inactive). (4) The drug is S(=O)(=O)(N1CCC(CC1)C(=O)Nc1ccc(cc1)C(OCC)=O)c1ccccc1. The result is 0 (inactive). (5) The molecule is S1C(N(CC23CC4(O)CC(C3)CC(C2)C4)C(=O)C1)c1ccccc1. The result is 0 (inactive). (6) The molecule is S(c1[nH]c(=O)c(Cc2ccccc2)c(O)n1)CC(=O)Nc1ccccc1. The result is 0 (inactive). (7) The compound is s1c2c(c(C(=O)NC3CC3)c1NC(=O)c1occc1)CCCCCC2. The result is 0 (inactive). (8) The molecule is O=C(NC1CCCC1)c1noc(c1)CCC. The result is 0 (inactive). (9) The molecule is S(c1n(c(nn1)Cc1n(ccc1)C)c1ccc(cc1)C)CC(=O)Nc1cc(NC(=O)C)ccc1. The result is 0 (inactive). (10) The compound is Fc1c(C(=O)N2CCN(CC2)c2cc(ccc2)C(F)(F)F)c(F)ccc1. The result is 0 (inactive).